Binary Classification. Given a drug SMILES string, predict its activity (active/inactive) in a high-throughput screening assay against a specified biological target. From a dataset of Tyrosyl-DNA phosphodiesterase HTS with 341,365 compounds. (1) The molecule is O\N=C(/c1ccc(N(C)C)cc1)c1ccccc1. The result is 0 (inactive). (2) The compound is Clc1ccc(C(=O)c2n3c(c(c2N)c2scc(n2)c2c(OC)ccc(OC)c2)cccc3)cc1. The result is 0 (inactive).